This data is from Reaction yield outcomes from USPTO patents with 853,638 reactions. The task is: Predict the reaction yield, written as a fraction of the theoretical maximum amount of product (1.0 means a 100% yield; for example, 0.34 means a 34% yield). (1) The reactants are [F:1][C:2]1([F:17])[CH2:7][CH2:6][CH2:5][N:4]([C:8]2[N:12]([CH3:13])[N:11]=[CH:10][C:9]=2[N+:14]([O-])=O)[CH2:3]1.[C:18]([O:22][C:23]([NH:25][C:26]1[S:30][C:29]([C:31]2[C:36]([F:37])=[CH:35][CH:34]=[CH:33][C:32]=2[F:38])=[N:28][C:27]=1[C:39](O)=[O:40])=[O:24])([CH3:21])([CH3:20])[CH3:19]. No catalyst specified. The product is [F:38][C:32]1[CH:33]=[CH:34][CH:35]=[C:36]([F:37])[C:31]=1[C:29]1[S:30][C:26]([NH:25][C:23](=[O:24])[O:22][C:18]([CH3:20])([CH3:19])[CH3:21])=[C:27]([C:39](=[O:40])[NH:14][C:9]2[CH:10]=[N:11][N:12]([CH3:13])[C:8]=2[N:4]2[CH2:5][CH2:6][CH2:7][C:2]([F:17])([F:1])[CH2:3]2)[N:28]=1. The yield is 0.200. (2) The reactants are [C:1]([C:4]1[S:5][C:6](Br)=[CH:7][CH:8]=1)(=O)C.[Br:10][C:11]1[S:15][C:14]([C:16]([CH2:18][C:19]#[N:20])=[O:17])=[CH:13][CH:12]=1.C1(=O)CCCC1.N1CCOCC1.[S]. No catalyst specified. The product is [NH2:20][C:19]1[S:5][C:6]2[CH2:1][CH2:4][CH2:8][C:7]=2[C:18]=1[C:16]([C:14]1[S:15][C:11]([Br:10])=[CH:12][CH:13]=1)=[O:17]. The yield is 0.730. (3) The reactants are [Br:1][C:2]1[C:3]([CH3:11])=[C:4]([CH:8]=[CH:9][CH:10]=1)[C:5]([OH:7])=[O:6].[C:12](=O)([O-])[O-].[Cs+].[Cs+].IC.C(OCC)(=O)C. The catalyst is CN(C=O)C. The product is [Br:1][C:2]1[C:3]([CH3:11])=[C:4]([CH:8]=[CH:9][CH:10]=1)[C:5]([O:7][CH3:12])=[O:6]. The yield is 0.850. (4) The reactants are C([O:4][C@@H:5]1[CH2:9][CH2:8][CH2:7][C@H:6]1[CH2:10][CH2:11][CH2:12][CH:13]=[CH2:14])(=O)C.C[O-].[Na+]. The catalyst is CO. The product is [CH2:10]([C@@H:6]1[CH2:7][CH2:8][CH2:9][C@H:5]1[OH:4])[CH2:11][CH2:12][CH:13]=[CH2:14]. The yield is 0.880. (5) The reactants are [F:1][C:2]([F:19])([C:5]([F:18])([F:17])[CH2:6][O:7][CH2:8]/[CH:9]=[CH:10]/[C:11]1[CH:16]=[CH:15][CH:14]=[CH:13][CH:12]=1)[CH:3]=O.FC(F)(C1C=CC=CC=1)/C=[CH:23]/[C:24]([O:26][CH2:27][CH3:28])=[O:25]. No catalyst specified. The product is [F:1][C:2]([F:19])([C:5]([F:18])([F:17])[CH2:6][O:7][CH2:8]/[CH:9]=[CH:10]/[C:11]1[CH:16]=[CH:15][CH:14]=[CH:13][CH:12]=1)/[CH:3]=[CH:23]/[C:24]([O:26][CH2:27][CH3:28])=[O:25]. The yield is 0.700. (6) The reactants are [F:1][C:2]1[C:7]2[S:8][C:9]([C:11]3[CH:16]=[CH:15][C:14]([O:17][CH3:18])=[CH:13][CH:12]=3)=[CH:10][C:6]=2[CH:5]=[CH:4][C:3]=1[O:19][CH3:20].[F:21][C:22]1[C:38]([O:39][CH3:40])=[C:37]([F:41])[C:25]2[S:26][C:27]([C:29]3[CH:34]=[CH:33][C:32]([O:35][CH3:36])=[CH:31][CH:30]=3)=[CH:28][C:24]=2[CH:23]=1.C1C(=O)N([Br:49])C(=O)C1. The catalyst is C1COCC1.C(Cl)Cl.[O-]S([O-])(=S)=O.[Na+].[Na+]. The product is [Br:49][C:10]1[C:6]2[CH:5]=[CH:4][C:3]([O:19][CH3:20])=[C:2]([F:1])[C:7]=2[S:8][C:9]=1[C:11]1[CH:16]=[CH:15][C:14]([O:17][CH3:18])=[CH:13][CH:12]=1.[Br:49][C:28]1[C:24]2[CH:23]=[C:22]([F:21])[C:38]([O:39][CH3:40])=[C:37]([F:41])[C:25]=2[S:26][C:27]=1[C:29]1[CH:34]=[CH:33][C:32]([O:35][CH3:36])=[CH:31][CH:30]=1. The yield is 0.436. (7) The reactants are Cl.[F:2][C:3]1[CH:8]=[CH:7][C:6](/[CH:9]=[CH:10]/[C:11]2[CH:16]=[CH:15][C:14]([S:17]([C:20]3[CH:27]=[CH:26][CH:25]=[CH:24][C:21]=3[CH2:22][NH2:23])(=[O:19])=[O:18])=[CH:13][CH:12]=2)=[CH:5][CH:4]=1.[CH3:28][S:29](Cl)(=[O:31])=[O:30]. The catalyst is [OH-].[Na+].ClCCl. The product is [F:2][C:3]1[CH:4]=[CH:5][C:6](/[CH:9]=[CH:10]/[C:11]2[CH:16]=[CH:15][C:14]([S:17]([C:20]3[CH:27]=[CH:26][CH:25]=[CH:24][C:21]=3[CH2:22][NH:23][S:29]([CH3:28])(=[O:31])=[O:30])(=[O:19])=[O:18])=[CH:13][CH:12]=2)=[CH:7][CH:8]=1. The yield is 0.220. (8) The reactants are [CH3:1][N:2]([CH3:6])[C:3](Cl)=[O:4].[Cl:7][C:8]1[CH:9]=[C:10]([CH:26]=[CH:27][C:28]=1[Cl:29])[CH2:11][N:12]1[C:20]2[C:15](=[C:16]([OH:21])[CH:17]=[CH:18][CH:19]=2)[CH:14]=[C:13]1[C:22]([O:24][CH3:25])=[O:23].C(N(CC)CC)C. The catalyst is CN(C1C=CN=CC=1)C.ClCCl. The product is [Cl:7][C:8]1[CH:9]=[C:10]([CH:26]=[CH:27][C:28]=1[Cl:29])[CH2:11][N:12]1[C:20]2[C:15](=[C:16]([O:21][C:3](=[O:4])[N:2]([CH3:6])[CH3:1])[CH:17]=[CH:18][CH:19]=2)[CH:14]=[C:13]1[C:22]([O:24][CH3:25])=[O:23]. The yield is 0.740. (9) The reactants are [Br:1][C:2]1[C:10]([F:11])=[CH:9][CH:8]=[C:7]([N+:12]([O-:14])=[O:13])[C:3]=1[C:4](O)=[O:5].C[N:16](C=O)C.C(Cl)(=O)C(Cl)=O. The catalyst is C1COCC1. The product is [Br:1][C:2]1[C:10]([F:11])=[CH:9][CH:8]=[C:7]([N+:12]([O-:14])=[O:13])[C:3]=1[C:4]([NH2:16])=[O:5]. The yield is 0.420. (10) The reactants are Cl[C:2]1[CH:28]=[CH:27][C:5]([C:6]([NH:8][C:9]2[CH:14]=[CH:13][C:12]([O:15][CH3:16])=[C:11]([NH:17][C:18](=[O:26])[CH2:19][N:20]3[CH2:25][CH2:24][O:23][CH2:22][CH2:21]3)[CH:10]=2)=[O:7])=[CH:4][N:3]=1.[C:29]1(B(O)O)[CH:34]=[CH:33][CH:32]=[CH:31][CH:30]=1.C(=O)([O-])[O-].[K+].[K+]. The catalyst is COCCOC.O. The product is [CH3:16][O:15][C:12]1[CH:13]=[CH:14][C:9]([NH:8][C:6](=[O:7])[C:5]2[CH:27]=[CH:28][C:2]([C:29]3[CH:34]=[CH:33][CH:32]=[CH:31][CH:30]=3)=[N:3][CH:4]=2)=[CH:10][C:11]=1[NH:17][C:18](=[O:26])[CH2:19][N:20]1[CH2:25][CH2:24][O:23][CH2:22][CH2:21]1. The yield is 0.290.